From a dataset of Ames mutagenicity test results for genotoxicity prediction. Regression/Classification. Given a drug SMILES string, predict its toxicity properties. Task type varies by dataset: regression for continuous values (e.g., LD50, hERG inhibition percentage) or binary classification for toxic/non-toxic outcomes (e.g., AMES mutagenicity, cardiotoxicity, hepatotoxicity). Dataset: ames. (1) The molecule is O=C1CN=C(c2ccccc2)c2cc(Cl)ccc2N1. The result is 0 (non-mutagenic). (2) The result is 1 (mutagenic). The molecule is CN(C)CCNC(=O)c1cccc2c1ncc1ccccc12. (3) The compound is C=CC(Cl)CCl. The result is 0 (non-mutagenic). (4) The result is 1 (mutagenic). The molecule is Cc1c([N+](=O)[O-])ccc2ccccc12. (5) The molecule is CN(C)CCCNc1c2ccccc2nc2c(F)ccc([N+](=O)[O-])c12. The result is 1 (mutagenic).